This data is from NCI-60 drug combinations with 297,098 pairs across 59 cell lines. The task is: Regression. Given two drug SMILES strings and cell line genomic features, predict the synergy score measuring deviation from expected non-interaction effect. (1) Synergy scores: CSS=42.7, Synergy_ZIP=4.83, Synergy_Bliss=5.59, Synergy_Loewe=4.42, Synergy_HSA=3.79. Cell line: SK-MEL-2. Drug 2: CCN(CC)CCCC(C)NC1=C2C=C(C=CC2=NC3=C1C=CC(=C3)Cl)OC. Drug 1: CS(=O)(=O)CCNCC1=CC=C(O1)C2=CC3=C(C=C2)N=CN=C3NC4=CC(=C(C=C4)OCC5=CC(=CC=C5)F)Cl. (2) Drug 1: CN(CC1=CN=C2C(=N1)C(=NC(=N2)N)N)C3=CC=C(C=C3)C(=O)NC(CCC(=O)O)C(=O)O. Drug 2: CC1C(C(CC(O1)OC2CC(CC3=C2C(=C4C(=C3O)C(=O)C5=C(C4=O)C(=CC=C5)OC)O)(C(=O)CO)O)N)O.Cl. Cell line: ACHN. Synergy scores: CSS=46.4, Synergy_ZIP=-8.37, Synergy_Bliss=-13.4, Synergy_Loewe=-10.2, Synergy_HSA=-9.12.